This data is from Full USPTO retrosynthesis dataset with 1.9M reactions from patents (1976-2016). The task is: Predict the reactants needed to synthesize the given product. (1) Given the product [C:1]([C@@H:5]1[CH2:6][CH2:7][C@H:8]([NH:11][C:12]([C:14]2[N:18]([CH2:19][C:20]3[N:21]=[CH:22][C:23]([C:24]([NH:55][CH2:54][CH2:53][C:52]([OH:51])=[O:56])=[O:25])=[CH:27][CH:28]=3)[N:17]=[C:16]([C:29]3[CH:34]=[CH:33][C:32]([Cl:35])=[C:31]([Cl:36])[CH:30]=3)[CH:15]=2)=[O:13])[CH2:9][CH2:10]1)([CH3:4])([CH3:2])[CH3:3], predict the reactants needed to synthesize it. The reactants are: [C:1]([C@@H:5]1[CH2:10][CH2:9][C@H:8]([NH:11][C:12]([C:14]2[N:18]([CH2:19][C:20]3[CH:28]=[CH:27][C:23]([C:24](O)=[O:25])=[CH:22][N:21]=3)[N:17]=[C:16]([C:29]3[CH:34]=[CH:33][C:32]([Cl:35])=[C:31]([Cl:36])[CH:30]=3)[CH:15]=2)=[O:13])[CH2:7][CH2:6]1)([CH3:4])([CH3:3])[CH3:2].C1C=NC2N(O)N=NC=2C=1.C([O:51][C:52](=[O:56])[CH2:53][CH2:54][NH2:55])(C)(C)C.CCN(C(C)C)C(C)C.C(Cl)CCl.C(O)(C(F)(F)F)=O. (2) Given the product [Br:25][C:26]1[CH:27]=[CH:28][C:29]([O:36][CH3:37])=[C:30]([S:32]([NH:1][C:2]2[CH:7]=[C:6]([C:8]3[CH:9]=[CH:10][N:11]=[CH:12][CH:13]=3)[CH:5]=[CH:4][C:3]=2[NH:14][S:15]([C:18]2[CH:23]=[CH:22][C:21]([Cl:24])=[CH:20][CH:19]=2)(=[O:16])=[O:17])(=[O:33])=[O:34])[CH:31]=1, predict the reactants needed to synthesize it. The reactants are: [NH2:1][C:2]1[CH:7]=[C:6]([C:8]2[CH:13]=[CH:12][N:11]=[CH:10][CH:9]=2)[CH:5]=[CH:4][C:3]=1[NH:14][S:15]([C:18]1[CH:23]=[CH:22][C:21]([Cl:24])=[CH:20][CH:19]=1)(=[O:17])=[O:16].[Br:25][C:26]1[CH:27]=[CH:28][C:29]([O:36][CH3:37])=[C:30]([S:32](Cl)(=[O:34])=[O:33])[CH:31]=1. (3) Given the product [Cl:27][C:28]1[CH:29]=[CH:30][CH:31]=[C:32]2[C:36]=1[NH:35][CH:34]=[C:33]2[CH:37]1[CH2:42][CH2:41][N:40]([C:12](=[O:14])[CH2:11][C:3]2[CH:4]=[C:5]([N+:8]([O-:10])=[O:9])[CH:6]=[CH:7][C:2]=2[CH3:1])[CH2:39][CH2:38]1, predict the reactants needed to synthesize it. The reactants are: [CH3:1][C:2]1[CH:7]=[CH:6][C:5]([N+:8]([O-:10])=[O:9])=[CH:4][C:3]=1[CH2:11][C:12]([OH:14])=O.C(N1C=CN=C1)(N1C=CN=C1)=O.[Cl:27][C:28]1[CH:29]=[CH:30][CH:31]=[C:32]2[C:36]=1[NH:35][CH:34]=[C:33]2[CH:37]1[CH2:42][CH2:41][NH:40][CH2:39][CH2:38]1. (4) Given the product [CH3:9][O:8][C:5]1[CH:6]=[CH:7][CH:2]=[CH:3][C:4]=1[C:15]1[CH:16]=[CH:17][C:12]([O:11][CH3:10])=[CH:13][CH:14]=1, predict the reactants needed to synthesize it. The reactants are: I[C:2]1[CH:7]=[CH:6][C:5]([O:8][CH3:9])=[CH:4][CH:3]=1.[CH3:10][O:11][C:12]1[CH:17]=[CH:16][CH:15]=[CH:14][C:13]=1B(O)O.C(=O)([O-])[O-].[K+].[K+]. (5) Given the product [F:1][C:2]1[CH:10]=[C:9]([F:11])[C:8]([NH2:12])=[CH:7][C:3]=1[C:4]([OH:6])=[O:5], predict the reactants needed to synthesize it. The reactants are: [F:1][C:2]1[CH:10]=[C:9]([F:11])[C:8]([N+:12]([O-])=O)=[CH:7][C:3]=1[C:4]([OH:6])=[O:5]. (6) Given the product [F:16][C:13]1[CH:12]=[CH:11][C:10]([C:8]2[CH:7]=[N:6][N:5]([CH2:1][CH2:2][C:3]#[C:4][C:18]3[CH:23]=[CH:22][CH:21]=[CH:20][N:19]=3)[N:9]=2)=[CH:15][CH:14]=1, predict the reactants needed to synthesize it. The reactants are: [CH2:1]([N:5]1[N:9]=[C:8]([C:10]2[CH:15]=[CH:14][C:13]([F:16])=[CH:12][CH:11]=2)[CH:7]=[N:6]1)[CH2:2][C:3]#[CH:4].Br[C:18]1[CH:23]=[CH:22][CH:21]=[CH:20][N:19]=1. (7) Given the product [C:20](=[O:21])([O:22][CH:23]([CH3:25])[CH3:24])[O:1][C:2]1[CH:9]=[CH:8][C:5]([CH:6]=[O:7])=[CH:4][CH:3]=1, predict the reactants needed to synthesize it. The reactants are: [OH:1][C:2]1[CH:9]=[CH:8][C:5]([CH:6]=[O:7])=[CH:4][CH:3]=1.C(Cl)Cl.N1C=CC=CC=1.Cl[C:20]([O:22][CH:23]([CH3:25])[CH3:24])=[O:21].